Task: Predict which catalyst facilitates the given reaction.. Dataset: Catalyst prediction with 721,799 reactions and 888 catalyst types from USPTO (1) The catalyst class is: 14. Reactant: CO[C:3]([C:5]1[N:6]=[C:7]([C:24]#[N:25])[C:8]2[C:9](=[O:23])[N:10]([CH2:16][C:17]3[CH:22]=[CH:21][CH:20]=[CH:19][CH:18]=3)[CH:11]=[CH:12][C:13]=2[C:14]=1[OH:15])=[O:4].[N:26]1([CH2:32][CH2:33][NH2:34])[CH2:31][CH2:30][O:29][CH2:28][CH2:27]1.CC(O)=O.O. Product: [N:26]1([CH2:32][CH2:33][NH:34][C:3]([C:5]2[N:6]=[C:7]([C:24]#[N:25])[C:8]3[C:9](=[O:23])[N:10]([CH2:16][C:17]4[CH:18]=[CH:19][CH:20]=[CH:21][CH:22]=4)[CH:11]=[CH:12][C:13]=3[C:14]=2[OH:15])=[O:4])[CH2:31][CH2:30][O:29][CH2:28][CH2:27]1. (2) Reactant: [C:1]([O:5][C:6]([N:8]1[C:16]2[C:11](=[C:12]([O:21]COC)[C:13]3[CH:20]=[CH:19][CH:18]=[CH:17][C:14]=3[CH:15]=2)[CH:10](CCl)[CH2:9]1)=[O:7])(C)(C)C.Cl.CCOC(C)=O.C([O-])(O)=O.[Na+].[Cl:39]C(OC)=O. Product: [Cl:39][CH:10]1[C:11]2[C:16](=[CH:15][C:14]3[CH:17]=[CH:18][CH:19]=[CH:20][C:13]=3[C:12]=2[OH:21])[N:8]([C:6]([O:5][CH3:1])=[O:7])[CH2:9]1. The catalyst class is: 6.